This data is from Catalyst prediction with 721,799 reactions and 888 catalyst types from USPTO. The task is: Predict which catalyst facilitates the given reaction. (1) Reactant: [Br:1][C:2]1[C:3]([CH2:16][OH:17])=[C:4]2[C:9](=[C:10]([CH3:12])[CH:11]=1)[NH:8][C:7]([CH3:14])([CH3:13])[CH2:6][CH:5]2[CH3:15].[F:18][C:19]1[C:26]([CH3:27])=[CH:25][CH:24]=[CH:23][C:20]=1[CH2:21]Br.[H-].[Na+]. Product: [Br:1][C:2]1[C:3]([CH2:16][O:17][CH2:21][C:20]2[CH:23]=[CH:24][CH:25]=[C:26]([CH3:27])[C:19]=2[F:18])=[C:4]2[C:9](=[C:10]([CH3:12])[CH:11]=1)[NH:8][C:7]([CH3:13])([CH3:14])[CH2:6][CH:5]2[CH3:15]. The catalyst class is: 3. (2) Reactant: C([Si](C1C=CC=CC=1)(C1C=CC=CC=1)[O:6][CH2:7][CH2:8][C:9]1[N:10]([CH2:23][CH2:24][CH3:25])[C:11](=[O:22])[N:12]([CH2:14][C:15]2[CH:20]=[CH:19][C:18]([CH3:21])=[CH:17][CH:16]=2)[CH:13]=1)(C)(C)C.[F-].C([N+](CCCC)(CCCC)CCCC)CCC.CCOC(C)=O.O. Product: [OH:6][CH2:7][CH2:8][C:9]1[N:10]([CH2:23][CH2:24][CH3:25])[C:11](=[O:22])[N:12]([CH2:14][C:15]2[CH:20]=[CH:19][C:18]([CH3:21])=[CH:17][CH:16]=2)[CH:13]=1. The catalyst class is: 1. (3) Reactant: C(OC(OCC)[N:5]1[CH:9]=[CH:8][N:7]=[CH:6]1)C.C([Li])CCC.[F:18][C:19]1[C:26]([F:27])=[CH:25][CH:24]=[CH:23][C:20]=1[CH:21]=[O:22]. Product: [F:18][C:19]1[C:26]([F:27])=[CH:25][CH:24]=[CH:23][C:20]=1[CH:21]([C:6]1[NH:5][CH:9]=[CH:8][N:7]=1)[OH:22]. The catalyst class is: 7. (4) Reactant: [Br:1][C:2]1[CH:7]=[CH:6][CH:5]=[CH:4][C:3]=1[OH:8].[H-].[Na+].Br[CH2:12][CH2:13][F:14]. Product: [Br:1][C:2]1[CH:7]=[CH:6][CH:5]=[CH:4][C:3]=1[O:8][CH2:12][CH2:13][F:14]. The catalyst class is: 1. (5) Reactant: [CH3:1][C:2]1[C:6]([CH2:7][N:8]2[CH:12]=[C:11]([N:13]3[C:17](=[O:18])[N:16]([CH3:19])[NH:15][C:14]3=[O:20])[CH:10]=[N:9]2)=[C:5]([CH3:21])[O:4][N:3]=1.C(N(CC)CC)C.[CH2:29](Br)[C:30]1[CH:35]=[CH:34][CH:33]=[CH:32][CH:31]=1. Product: [CH2:29]([N:15]1[C:14](=[O:20])[N:13]([C:11]2[CH:10]=[N:9][N:8]([CH2:7][C:6]3[C:2]([CH3:1])=[N:3][O:4][C:5]=3[CH3:21])[CH:12]=2)[C:17](=[O:18])[N:16]1[CH3:19])[C:30]1[CH:35]=[CH:34][CH:33]=[CH:32][CH:31]=1. The catalyst class is: 10. (6) Reactant: [CH:1]([C:3]1[CH:8]=[CH:7][CH:6]=[CH:5][C:4]=1[NH:9][C:10](=[O:13])[O:11][CH3:12])=O.S([O-])([O-])(=O)=O.[Mg+2].[CH2:20]([NH2:23])[CH:21]=[CH2:22]. Product: [CH2:20]([N:23]=[CH:1][C:3]1[CH:8]=[CH:7][CH:6]=[CH:5][C:4]=1[NH:9][C:10](=[O:13])[O:11][CH3:12])[CH:21]=[CH2:22]. The catalyst class is: 22. (7) Reactant: [CH3:1][C:2]1[CH:7]=[CH:6][N:5]=[CH:4][C:3]=1[N:8]1[CH2:12][CH2:11][NH:10][C:9]1=[O:13].Br[C:15]1[CH:20]=[CH:19][N:18]2[C:21]([Cl:24])=[CH:22][N:23]=[C:17]2[CH:16]=1.N[C@@H]1CCCC[C@H]1N.P([O-])([O-])([O-])=O.[K+].[K+].[K+]. Product: [Cl:24][C:21]1[N:18]2[CH:19]=[CH:20][C:15]([N:10]3[CH2:11][CH2:12][N:8]([C:3]4[CH:4]=[N:5][CH:6]=[CH:7][C:2]=4[CH3:1])[C:9]3=[O:13])=[CH:16][C:17]2=[N:23][CH:22]=1. The catalyst class is: 246.